Task: Predict which catalyst facilitates the given reaction.. Dataset: Catalyst prediction with 721,799 reactions and 888 catalyst types from USPTO (1) Reactant: [H-].[Na+].[CH3:3][O:4][C:5]1[C:10]2[CH:11]=[C:12]([CH3:14])[NH:13][C:9]=2[CH:8]=[CH:7][N:6]=1.[C:15]1([C:21]2[CH:28]=[CH:27][CH:26]=[CH:25][C:22]=2[CH2:23]Br)[CH:20]=[CH:19][CH:18]=[CH:17][CH:16]=1. Product: [C:21]1([C:15]2[CH:16]=[CH:17][CH:18]=[CH:19][CH:20]=2)[CH:28]=[CH:27][CH:26]=[CH:25][C:22]=1[CH2:23][N:13]1[C:9]2[CH:8]=[CH:7][N:6]=[C:5]([O:4][CH3:3])[C:10]=2[CH:11]=[C:12]1[CH3:14]. The catalyst class is: 1. (2) Reactant: [I-:1].[Na+].Cl[CH2:4][C:5](=[CH2:20])[CH2:6][O:7][C:8]1[CH:17]=[CH:16][C:11]([C:12]([O:14][CH3:15])=[O:13])=[CH:10][C:9]=1[CH:18]=[O:19]. Product: [I:1][CH2:4][C:5](=[CH2:20])[CH2:6][O:7][C:8]1[CH:17]=[CH:16][C:11]([C:12]([O:14][CH3:15])=[O:13])=[CH:10][C:9]=1[CH:18]=[O:19]. The catalyst class is: 21. (3) Reactant: [CH3:1][O:2][C:3](=[O:24])[CH:4]([C:9](=[O:23])[C:10]1[CH:15]=[CH:14][C:13]([Br:16])=[CH:12][C:11]=1[S:17][C:18](=[O:22])N(C)C)C(OC)=O. Product: [CH3:1][O:2][C:3]([C:4]1[C:18](=[O:22])[S:17][C:11]2[C:10]([C:9]=1[OH:23])=[CH:15][CH:14]=[C:13]([Br:16])[CH:12]=2)=[O:24]. The catalyst class is: 779. (4) Reactant: [CH3:1][O:2][N:3]([C:25]([C:38]1[CH:43]=[CH:42][CH:41]=[CH:40][CH:39]=1)([C:32]1[CH:37]=[CH:36][CH:35]=[CH:34][CH:33]=1)[C:26]1[CH:31]=[CH:30][CH:29]=[CH:28][CH:27]=1)[C:4]1[NH:5][C:6](=[O:24])[C:7]2[N:8]=[CH:9][N:10]([C@@H:13]3[O:18][C@H:17]([CH2:19][OH:20])[C@@H:15]([OH:16])[C@@:14]3([C:22]#[CH:23])[F:21])[C:11]=2[N:12]=1.[Si:44](Cl)([C:47]([CH3:50])([CH3:49])[CH3:48])([CH3:46])[CH3:45]. Product: [CH3:1][O:2][N:3]([C:25]([C:38]1[CH:43]=[CH:42][CH:41]=[CH:40][CH:39]=1)([C:26]1[CH:31]=[CH:30][CH:29]=[CH:28][CH:27]=1)[C:32]1[CH:33]=[CH:34][CH:35]=[CH:36][CH:37]=1)[C:4]1[NH:5][C:6](=[O:24])[C:7]2[N:8]=[CH:9][N:10]([C@@H:13]3[O:18][C@H:17]([CH2:19][O:20][Si:44]([C:47]([CH3:50])([CH3:49])[CH3:48])([CH3:46])[CH3:45])[C@@H:15]([OH:16])[C@@:14]3([C:22]#[CH:23])[F:21])[C:11]=2[N:12]=1. The catalyst class is: 298. (5) Reactant: [Br:1][C:2]1[CH:7]=[CH:6][C:5]([OH:8])=[C:4]([N+:9]([O-])=O)[CH:3]=1.Cl[Sn]Cl.C([O-])(O)=O.[Na+]. Product: [NH2:9][C:4]1[CH:3]=[C:2]([Br:1])[CH:7]=[CH:6][C:5]=1[OH:8]. The catalyst class is: 40. (6) Reactant: [F:1][C:2]1[CH:3]=[C:4]([NH:9][C:10](=[O:16])[O:11][CH2:12][CH:13]([CH3:15])[CH3:14])[CH:5]=[C:6]([F:8])[CH:7]=1.CN(C)CCN(C)C.C([Li])CCC.[S:30]1[CH2:35][CH2:34][C:33](=[O:36])[CH2:32][CH2:31]1. Product: [OH:36][C:33]1([C:7]2[C:2]([F:1])=[CH:3][C:4]([NH:9][C:10](=[O:16])[O:11][CH2:12][CH:13]([CH3:14])[CH3:15])=[CH:5][C:6]=2[F:8])[CH2:34][CH2:35][S:30][CH2:31][CH2:32]1. The catalyst class is: 1. (7) Reactant: [O:1]=[C:2]([CH2:11][CH2:12][CH2:13][CH2:14][CH2:15][C:16]([OH:18])=[O:17])[CH2:3][CH2:4][CH2:5][CH2:6][CH2:7][C:8]([OH:10])=[O:9].CCN=C=N[CH2:24][CH2:25][CH2:26]N(C)C.Cl.[CH2:31](O)[CH2:32][CH2:33][CH2:34][CH2:35][CH2:36][CH2:37][CH2:38][CH2:39][CH2:40][CH3:41]. Product: [O:1]=[C:2]([CH2:11][CH2:12][CH2:13][CH2:14][CH2:15][C:16]([O:18][CH2:12][CH2:11][CH2:2][CH2:3][CH2:4][CH2:5][CH2:6][CH2:7][CH2:26][CH2:25][CH3:24])=[O:17])[CH2:3][CH2:4][CH2:5][CH2:6][CH2:7][C:8]([O:10][CH2:31][CH2:32][CH2:33][CH2:34][CH2:35][CH2:36][CH2:37][CH2:38][CH2:39][CH2:40][CH3:41])=[O:9]. The catalyst class is: 119. (8) Reactant: [NH:1]1[C:9]2[C:4](=[CH:5][CH:6]=[CH:7][CH:8]=2)[C:3]([CH2:10][C:11]#[N:12])=[CH:2]1.[CH2:13](Br)[C:14]1[CH:19]=[CH:18][CH:17]=[CH:16][CH:15]=1.[OH-].[Na+].O. Product: [CH2:13]([N:1]1[C:9]2[C:4](=[CH:5][CH:6]=[CH:7][CH:8]=2)[C:3]([CH2:10][C:11]#[N:12])=[CH:2]1)[C:14]1[CH:19]=[CH:18][CH:17]=[CH:16][CH:15]=1. The catalyst class is: 5.